This data is from Forward reaction prediction with 1.9M reactions from USPTO patents (1976-2016). The task is: Predict the product of the given reaction. (1) Given the reactants O=[O+][O-].C=[C:5]1[CH2:10][N:9]([S:11]([C:14]2[CH:19]=[CH:18][C:17]([N+:20]([O-:22])=[O:21])=[CH:16][CH:15]=2)(=[O:13])=[O:12])[CH2:8][N:7]([S:23]([C:26]2[CH:31]=[CH:30][C:29]([N+:32]([O-:34])=[O:33])=[CH:28][CH:27]=2)(=[O:25])=[O:24])[CH2:6]1.C(=O)=[O:36].CC(C)=O.CSC, predict the reaction product. The product is: [N+:20]([C:17]1[CH:18]=[CH:19][C:14]([S:11]([N:9]2[CH2:10][C:5](=[O:36])[CH2:6][N:7]([S:23]([C:26]3[CH:31]=[CH:30][C:29]([N+:32]([O-:34])=[O:33])=[CH:28][CH:27]=3)(=[O:25])=[O:24])[CH2:8]2)(=[O:13])=[O:12])=[CH:15][CH:16]=1)([O-:22])=[O:21]. (2) Given the reactants Cl[C:2]1[CH:7]=[C:6]([NH:8][CH:9]2[CH2:11][CH2:10]2)[N:5]2[N:12]=[CH:13][C:14]([CH:15]=[O:16])=[C:4]2[N:3]=1.[Cl:17][C:18]1[CH:19]=[C:20]([CH:22]=[CH:23][CH:24]=1)[NH2:21], predict the reaction product. The product is: [Cl:17][C:18]1[CH:19]=[C:20]([NH:21][C:2]2[CH:7]=[C:6]([NH:8][CH:9]3[CH2:11][CH2:10]3)[N:5]3[N:12]=[CH:13][C:14]([CH:15]=[O:16])=[C:4]3[N:3]=2)[CH:22]=[CH:23][CH:24]=1. (3) Given the reactants [C:1]([N:5]1[CH:9]=[C:8]([C:10]2[O:18][C:17](=O)[C:16]3[C:12](=[N:13][N:14]([CH3:20])[CH:15]=3)[CH:11]=2)[CH:7]=[N:6]1)([CH3:4])([CH3:3])[CH3:2].C([O-])(=O)C.[NH4+:25], predict the reaction product. The product is: [C:1]([N:5]1[CH:9]=[C:8]([C:10]2[NH:25][C:17](=[O:18])[C:16]3=[CH:15][N:14]([CH3:20])[N:13]=[C:12]3[CH:11]=2)[CH:7]=[N:6]1)([CH3:4])([CH3:3])[CH3:2]. (4) Given the reactants [Cl:1][C:2]1[CH:7]=[CH:6][C:5]([C:8]2[C:9]([O:16]C)=[N:10][C:11]([O:14]C)=[N:12][CH:13]=2)=[CH:4][CH:3]=1.Cl, predict the reaction product. The product is: [Cl:1][C:2]1[CH:3]=[CH:4][C:5]([C:8]2[C:9]([OH:16])=[N:10][C:11]([OH:14])=[N:12][CH:13]=2)=[CH:6][CH:7]=1. (5) The product is: [CH2:20]([C:22]1[CH:28]=[C:27]([C:29]([F:41])([C:37]([F:38])([F:39])[F:40])[C:30]([F:35])([F:36])[C:31]([F:32])([F:33])[F:34])[CH:26]=[C:25]([CH3:42])[C:23]=1[NH:24][C:4](=[O:6])[C:3]1[CH:7]=[CH:8][CH:9]=[C:10]([N+:11]([O-:13])=[O:12])[C:2]=1[F:1])[CH3:21]. Given the reactants [F:1][C:2]1[C:10]([N+:11]([O-:13])=[O:12])=[CH:9][CH:8]=[CH:7][C:3]=1[C:4]([OH:6])=O.C(Cl)(=O)C(Cl)=O.[CH2:20]([C:22]1[CH:28]=[C:27]([C:29]([F:41])([C:37]([F:40])([F:39])[F:38])[C:30]([F:36])([F:35])[C:31]([F:34])([F:33])[F:32])[CH:26]=[C:25]([CH3:42])[C:23]=1[NH2:24])[CH3:21].N1C=CC=CC=1, predict the reaction product. (6) Given the reactants [O:1]=[C:2]1[N:7]([CH2:8][C:9]2[CH:14]=[CH:13][CH:12]=[CH:11][CH:10]=2)[C:6]([C:15]2[CH:20]=[CH:19][CH:18]=[CH:17][CH:16]=2)=[N:5][CH:4]=[C:3]1[C:21]([O:23]CC)=[O:22].[I-].[Li+], predict the reaction product. The product is: [O:1]=[C:2]1[N:7]([CH2:8][C:9]2[CH:14]=[CH:13][CH:12]=[CH:11][CH:10]=2)[C:6]([C:15]2[CH:16]=[CH:17][CH:18]=[CH:19][CH:20]=2)=[N:5][CH:4]=[C:3]1[C:21]([OH:23])=[O:22].